From a dataset of Forward reaction prediction with 1.9M reactions from USPTO patents (1976-2016). Predict the product of the given reaction. (1) Given the reactants [O:1]=[C:2]1[CH2:10][C:9](C)([CH3:11])[CH2:8][C:7]2NC=[C:4]([C:13]([OH:15])=O)[C:3]1=2.C(N(CC)CC)C.Cl[C:24]([O:26][CH2:27][CH3:28])=[O:25].FC1C=CC=CC=1N.Cl, predict the reaction product. The product is: [O:1]=[C:2]1[C:3]2[C:4]([C:24]([O:26][CH2:27][CH3:28])=[O:25])=[CH:13][O:15][C:7]=2[CH2:8][CH:9]([CH3:11])[CH2:10]1. (2) Given the reactants [CH3:1][C:2]1[O:6][C:5]2[C:7]([OH:13])=[C:8]([O:11][CH3:12])[CH:9]=[CH:10][C:4]=2[C:3]=1[C:14](=[O:27])[C:15]1[CH:20]=[C:19]([O:21][CH3:22])[C:18]([O:23]C)=[C:17]([O:25][CH3:26])[CH:16]=1.[Cl-].[Cl-].[Cl-].[Al+3], predict the reaction product. The product is: [OH:23][C:18]1[C:19]([O:21][CH3:22])=[CH:20][C:15]([C:14]([C:3]2[C:4]3[CH:10]=[CH:9][C:8]([O:11][CH3:12])=[C:7]([OH:13])[C:5]=3[O:6][C:2]=2[CH3:1])=[O:27])=[CH:16][C:17]=1[O:25][CH3:26]. (3) Given the reactants [C:1]1([C:7]2[C:8]([C:12]3[NH:16][N:15]=[C:14]([NH:17][C:18]4[CH:23]=[CH:22][CH:21]=[CH:20][CH:19]=4)[CH:13]=3)=[CH:9][S:10][CH:11]=2)[CH2:6][CH2:5][CH2:4][CH2:3][CH:2]=1.[H][H], predict the reaction product. The product is: [CH:1]1([C:7]2[C:8]([C:12]3[NH:16][N:15]=[C:14]([NH:17][C:18]4[CH:23]=[CH:22][CH:21]=[CH:20][CH:19]=4)[CH:13]=3)=[CH:9][S:10][CH:11]=2)[CH2:2][CH2:3][CH2:4][CH2:5][CH2:6]1. (4) Given the reactants [Br:1][C:2]1[CH:7]=[CH:6][C:5]([Br:8])=[CH:4][C:3]=1[S:9]([NH:12][C@@H:13]1[CH2:17][CH2:16][N:15]([C:18]([O:20][C:21]([CH3:24])([CH3:23])[CH3:22])=[O:19])[CH2:14]1)(=[O:11])=[O:10].[H-].[Na+].Br[CH2:28][CH2:29][CH3:30], predict the reaction product. The product is: [Br:1][C:2]1[CH:7]=[CH:6][C:5]([Br:8])=[CH:4][C:3]=1[S:9]([N:12]([CH2:28][CH2:29][CH3:30])[C@@H:13]1[CH2:17][CH2:16][N:15]([C:18]([O:20][C:21]([CH3:24])([CH3:23])[CH3:22])=[O:19])[CH2:14]1)(=[O:11])=[O:10]. (5) Given the reactants [Br:1][C:2]1[CH:7]=[CH:6][C:5]([C:8]2([C:11]([OH:13])=O)[CH2:10][CH2:9]2)=[CH:4][CH:3]=1.ClC(OCC(C)C)=O.C([N:24](CC)CC)C.N, predict the reaction product. The product is: [Br:1][C:2]1[CH:7]=[CH:6][C:5]([C:8]2([C:11]([NH2:24])=[O:13])[CH2:10][CH2:9]2)=[CH:4][CH:3]=1. (6) Given the reactants CO[C:3](=[O:11])[C:4]1[CH:9]=[CH:8][CH:7]=[N:6][C:5]=1[NH2:10].[O-]CC.[Na+].C([O:18][C:19](=O)[CH2:20][C:21]1[CH:22]=[N:23][CH:24]=[CH:25][CH:26]=1)C, predict the reaction product. The product is: [OH:11][C:3]1[C:4]2[C:5](=[N:6][CH:7]=[CH:8][CH:9]=2)[NH:10][C:19](=[O:18])[C:20]=1[C:21]1[CH:22]=[N:23][CH:24]=[CH:25][CH:26]=1. (7) Given the reactants [H-].[Na+].[CH3:3][N:4]1[C:9](=[O:10])[CH2:8][C:7]2[CH:11]=[C:12]([CH3:14])[S:13][C:6]=2[S:5]1(=[O:16])=[O:15].[H][H].[C:19]1([N:25]=[C:26]=[O:27])[CH:24]=[CH:23][CH:22]=[CH:21][CH:20]=1, predict the reaction product. The product is: [CH3:3][N:4]1[C:9](=[O:10])[CH:8]([C:26]([NH:25][C:19]2[CH:24]=[CH:23][CH:22]=[CH:21][CH:20]=2)=[O:27])[C:7]2[CH:11]=[C:12]([CH3:14])[S:13][C:6]=2[S:5]1(=[O:16])=[O:15].